From a dataset of Catalyst prediction with 721,799 reactions and 888 catalyst types from USPTO. Predict which catalyst facilitates the given reaction. (1) Reactant: [CH3:1][O:2][C:3]1[CH:4]=[C:5]2[C:9](=[CH:10][CH:11]=1)[N:8]([CH2:12][CH:13]1[CH2:15][O:14]1)[CH:7]=[C:6]2[C:16]1[N:28]([S:29]([C:32]2[CH:38]=[CH:37][C:35]([CH3:36])=[CH:34][CH:33]=2)(=[O:31])=[O:30])[C:19]2=[N:20][CH:21]=[C:22]3[CH:26]=[N:25][N:24]([CH3:27])[C:23]3=[C:18]2[CH:17]=1.[CH3:39][NH:40][CH3:41]. Product: [CH3:39][N:40]([CH3:41])[CH2:15][CH:13]([OH:14])[CH2:12][N:8]1[C:9]2[C:5](=[CH:4][C:3]([O:2][CH3:1])=[CH:11][CH:10]=2)[C:6]([C:16]2[N:28]([S:29]([C:32]3[CH:38]=[CH:37][C:35]([CH3:36])=[CH:34][CH:33]=3)(=[O:31])=[O:30])[C:19]3=[N:20][CH:21]=[C:22]4[CH:26]=[N:25][N:24]([CH3:27])[C:23]4=[C:18]3[CH:17]=2)=[CH:7]1. The catalyst class is: 3. (2) Reactant: [ClH:1].[F:2][C:3]1[CH:8]=[CH:7][C:6]([C:9]2[CH2:10][CH2:11][NH:12][CH2:13][CH:14]=2)=[CH:5][CH:4]=1. Product: [ClH:1].[F:2][C:3]1[CH:8]=[CH:7][C:6]([CH:9]2[CH2:10][CH2:11][NH:12][CH2:13][CH2:14]2)=[CH:5][CH:4]=1. The catalyst class is: 19. (3) Reactant: [Cl-].[Ca+2].[Cl-].[BH4-].[Na+].C(O)C.[C:9]([C:11]1[CH:16]=[CH:15][CH:14]=[CH:13][C:12]=1[C:17]1[CH:22]=[CH:21][C:20]([CH2:23][C:24]2[C:25](=[O:48])[N:26]([CH:36]3[CH2:41][CH2:40][C:39](=[CH:42][C:43](OCC)=[O:44])[CH2:38][CH2:37]3)[C:27]3[N:28]([N:33]=[CH:34][N:35]=3)[C:29]=2[CH2:30][CH2:31][CH3:32])=[CH:19][CH:18]=1)#[N:10]. Product: [OH:44][CH2:43][CH:42]=[C:39]1[CH2:40][CH2:41][CH:36]([N:26]2[C:25](=[O:48])[C:24]([CH2:23][C:20]3[CH:21]=[CH:22][C:17]([C:12]4[C:11]([C:9]#[N:10])=[CH:16][CH:15]=[CH:14][CH:13]=4)=[CH:18][CH:19]=3)=[C:29]([CH2:30][CH2:31][CH3:32])[N:28]3[N:33]=[CH:34][N:35]=[C:27]23)[CH2:37][CH2:38]1. The catalyst class is: 7. (4) Reactant: [O:1]1[C:10]2[C:5](=[N:6][CH:7]=[CH:8][CH:9]=2)[CH:4]([NH:11][CH2:12][C:13]2[N:17]([CH3:18])[C:16]3[C:19]([N:23]4[CH2:28][CH2:27][N:26](C(OC(C)(C)C)=O)[CH2:25][CH2:24]4)=[CH:20][CH:21]=[CH:22][C:15]=3[N:14]=2)[CH2:3][CH2:2]1.FC(F)(F)C(O)=O. Product: [CH3:18][N:17]1[C:16]2[C:19]([N:23]3[CH2:24][CH2:25][NH:26][CH2:27][CH2:28]3)=[CH:20][CH:21]=[CH:22][C:15]=2[N:14]=[C:13]1[CH2:12][NH:11][CH:4]1[C:5]2=[N:6][CH:7]=[CH:8][CH:9]=[C:10]2[O:1][CH2:2][CH2:3]1. The catalyst class is: 4.